Dataset: Forward reaction prediction with 1.9M reactions from USPTO patents (1976-2016). Task: Predict the product of the given reaction. Given the reactants [CH3:1][C:2](C)([O-:4])C.[K+].[NH2:7][C:8]1[C:13]([C:14]#[C:15][C:16]2[CH:21]=[CH:20][C:19](NC(=O)C)=[CH:18][CH:17]=2)=[CH:12][C:11]([N+:26]([O-:28])=[O:27])=[CH:10][N:9]=1.O1CCCC1.C[N:35](C)C=O, predict the reaction product. The product is: [N+:26]([C:11]1[CH:12]=[C:13]2[CH:14]=[C:15]([C:16]3[CH:17]=[C:18]([NH:35][C:2](=[O:4])[CH3:1])[CH:19]=[CH:20][CH:21]=3)[NH:7][C:8]2=[N:9][CH:10]=1)([O-:28])=[O:27].